Dataset: Forward reaction prediction with 1.9M reactions from USPTO patents (1976-2016). Task: Predict the product of the given reaction. Given the reactants [Cl:1][C:2]1[CH:3]=[CH:4][C:5]([O:12][CH2:13][CH2:14][S:15]([CH3:18])(=[O:17])=[O:16])=[C:6]([CH:11]=1)[C:7]([O:9]C)=[O:8].[Li+].[OH-], predict the reaction product. The product is: [Cl:1][C:2]1[CH:3]=[CH:4][C:5]([O:12][CH2:13][CH2:14][S:15]([CH3:18])(=[O:17])=[O:16])=[C:6]([CH:11]=1)[C:7]([OH:9])=[O:8].